From a dataset of Forward reaction prediction with 1.9M reactions from USPTO patents (1976-2016). Predict the product of the given reaction. (1) Given the reactants [Cl:1][C:2]1[CH:7]=[CH:6][N:5]=[C:4]([NH:8][C:9](=O)[C:10](C)(C)C)C=1C=O.O=[C:18]([CH3:34])[CH2:19][C:20]([NH:22][CH2:23][C:24]1[CH:29]=[CH:28][CH:27]=[C:26]([C:30]([F:33])([F:32])[F:31])[CH:25]=1)=[O:21].C[Si](C)(C)N[Si](C)(C)C.[K], predict the reaction product. The product is: [Cl:1][C:2]1[CH:7]=[CH:6][N:5]=[C:4]2[C:34]=1[CH:18]=[C:19]([C:20]([NH:22][CH2:23][C:24]1[CH:29]=[CH:28][CH:27]=[C:26]([C:30]([F:33])([F:32])[F:31])[CH:25]=1)=[O:21])[C:9]([CH3:10])=[N:8]2. (2) Given the reactants [CH2:1]([O:8][N:9]1[C:14]2[N:15]=[CH:16][N:17]=[CH:18][C:13]=2[C:12]([NH:19][CH2:20][C:21]2[CH:26]=[CH:25][C:24](Br)=[CH:23][CH:22]=2)=[CH:11][C:10]1=[O:28])[C:2]1[CH:7]=[CH:6][CH:5]=[CH:4][CH:3]=1.[C:29]1(B(O)O)[CH:34]=[CH:33][CH:32]=[CH:31][CH:30]=1.C(=O)([O-])[O-].[Na+].[Na+].C(OCC)(=O)C, predict the reaction product. The product is: [CH2:1]([O:8][N:9]1[C:14]2[N:15]=[CH:16][N:17]=[CH:18][C:13]=2[C:12]([NH:19][CH2:20][C:21]2[CH:26]=[CH:25][C:24]([C:29]3[CH:34]=[CH:33][CH:32]=[CH:31][CH:30]=3)=[CH:23][CH:22]=2)=[CH:11][C:10]1=[O:28])[C:2]1[CH:7]=[CH:6][CH:5]=[CH:4][CH:3]=1. (3) Given the reactants [F:1][C:2]1[CH:3]=[C:4]([C:9]2[CH:14]=[CH:13][C:12]([C:15]([NH:17][C@H:18]([C:28]([O:30]C)=[O:29])[CH2:19][O:20][CH2:21][C:22]3[CH:27]=[CH:26][CH:25]=[CH:24][CH:23]=3)=[O:16])=[C:11]([NH:32][C:33]([NH:35][C:36]3[C:41]([CH3:42])=[CH:40][C:39]([CH3:43])=[CH:38][C:37]=3[CH3:44])=[O:34])[CH:10]=2)[CH:5]=[CH:6][C:7]=1[F:8].Cl, predict the reaction product. The product is: [F:1][C:2]1[CH:3]=[C:4]([C:9]2[CH:14]=[CH:13][C:12]([C:15]([NH:17][C@H:18]([C:28]([OH:30])=[O:29])[CH2:19][O:20][CH2:21][C:22]3[CH:23]=[CH:24][CH:25]=[CH:26][CH:27]=3)=[O:16])=[C:11]([NH:32][C:33]([NH:35][C:36]3[C:37]([CH3:44])=[CH:38][C:39]([CH3:43])=[CH:40][C:41]=3[CH3:42])=[O:34])[CH:10]=2)[CH:5]=[CH:6][C:7]=1[F:8]. (4) Given the reactants [CH2:1]([CH:7]([CH2:16][CH2:17][CH2:18][CH2:19][CH2:20][CH2:21][CH2:22][CH3:23])[CH2:8][C:9]1[CH:13]=[CH:12][S:11][C:10]=1[CH:14]=O)[CH2:2][CH2:3][CH2:4][CH2:5][CH3:6].[S:24]=[C:25]([C:27](=[S:29])[NH2:28])[NH2:26], predict the reaction product. The product is: [CH2:1]([CH:7]([CH2:16][CH2:17][CH2:18][CH2:19][CH2:20][CH2:21][CH2:22][CH3:23])[CH2:8][C:9]1[CH:13]=[CH:12][S:11][C:10]=1[C:14]1[S:24][C:25]2[N:26]=[C:14]([C:10]3[S:11][CH:12]=[CH:13][C:9]=3[CH2:8][CH:7]([CH2:1][CH2:2][CH2:3][CH2:4][CH2:5][CH3:6])[CH2:16][CH2:17][CH2:18][CH2:19][CH2:20][CH2:21][CH2:22][CH3:23])[S:29][C:27]=2[N:28]=1)[CH2:2][CH2:3][CH2:4][CH2:5][CH3:6]. (5) Given the reactants [Cl:1][C:2]1[CH:3]=[CH:4][C:5]([N:15]2[CH:19]=[C:18]([Cl:20])[N:17]=[N:16]2)=[C:6]([C:8]2[N:13]=[CH:12][N:11]=[C:10]([OH:14])[CH:9]=2)[CH:7]=1.C1C(=O)N([Br:28])C(=O)C1, predict the reaction product. The product is: [Br:28][C:9]1[C:10]([OH:14])=[N:11][CH:12]=[N:13][C:8]=1[C:6]1[CH:7]=[C:2]([Cl:1])[CH:3]=[CH:4][C:5]=1[N:15]1[CH:19]=[C:18]([Cl:20])[N:17]=[N:16]1. (6) Given the reactants C1N=C(N)C2N=CN([C@@H:10]3[O:14][C@H:13]([CH2:15]OP(OP(OC[C@H]4O[C@@H](N5C=C(C(N)=O)CC=C5)[C@H](O)[C@@H]4O)(O)=O)(O)=O)[C@@H:12](O)[C@H:11]3OP(O)(O)=O)C=2N=1.[C:49]([O-:52])(=[O:51])C.[NH4+].[NH:54]1C=CC=NC1.[NH:60]1[CH2:68][CH:66]([F:67])[C:64](=[O:65])[NH:63][C:61]1=[O:62].FC(C(O)=O)CN.C1NC(=O)NC(=O)C=1F.[CH3:85][C@H:86]1[O:90][C@@H:89]([N:91]2[C:97](=[O:98])[NH:96][C:94](=O)[C:93]([F:99])=[CH:92]2)[C@H:88]([OH:100])[C@@H:87]1[OH:101], predict the reaction product. The product is: [CH2:11]1[CH2:10][O:14][CH:13]([N:60]2[C:61](=[O:62])[NH:63][C:64](=[O:65])[C:66]([F:67])=[CH:68]2)[CH2:12]1.[CH3:10][CH2:11][CH2:12][CH2:13][CH2:15][O:52][C:49]([NH:54][C:94]1[C:93]([F:99])=[CH:92][N:91]([C@@H:89]2[O:90][C@H:86]([CH3:85])[C@@H:87]([OH:101])[C@H:88]2[OH:100])[C:97](=[O:98])[N:96]=1)=[O:51].